Task: Predict the product of the given reaction.. Dataset: Forward reaction prediction with 1.9M reactions from USPTO patents (1976-2016) (1) Given the reactants [CH3:1][O:2][C:3](=[O:12])[C:4]1[C:9]([CH3:10])=[CH:8][CH:7]=[CH:6][C:5]=1[Br:11].[Br:13]N1C(=O)CCC1=O.C(OOC(=O)C1C=CC=CC=1)(=O)C1C=CC=CC=1, predict the reaction product. The product is: [CH3:1][O:2][C:3](=[O:12])[C:4]1[C:9]([CH2:10][Br:13])=[CH:8][CH:7]=[CH:6][C:5]=1[Br:11]. (2) Given the reactants C(N(CC)C1C=CC=CC=1)C.[CH3:12][O:13][C:14]1[CH:19]=[CH:18][C:17]([C:20]2[C:28]3[C:27](=O)[NH:26][CH:25]=[N:24][C:23]=3[O:22][CH:21]=2)=[CH:16][CH:15]=1.P(Cl)(Cl)([Cl:32])=O, predict the reaction product. The product is: [Cl:32][C:27]1[C:28]2[C:20]([C:17]3[CH:18]=[CH:19][C:14]([O:13][CH3:12])=[CH:15][CH:16]=3)=[CH:21][O:22][C:23]=2[N:24]=[CH:25][N:26]=1. (3) Given the reactants [NH2:1][C:2]1[CH:3]=[C:4]([C:8]([C:10]2[C:18]3[CH:17]=[N:16][CH:15]=[N:14][C:13]=3[N:12]([CH:19]([CH3:21])[CH3:20])[CH:11]=2)=[O:9])[CH:5]=[N:6][CH:7]=1.[F:22][C:23]([F:36])([F:35])[C:24]([C:26]1[CH:27]=[C:28]([CH:32]=[CH:33][CH:34]=1)[C:29](O)=[O:30])=[O:25], predict the reaction product. The product is: [CH:19]([N:12]1[C:13]2[N:14]=[CH:15][N:16]=[CH:17][C:18]=2[C:10]([C:8]([C:4]2[CH:3]=[C:2]([NH:1][C:29](=[O:30])[C:28]3[CH:32]=[CH:33][CH:34]=[C:26]([C:24](=[O:25])[C:23]([F:35])([F:36])[F:22])[CH:27]=3)[CH:7]=[N:6][CH:5]=2)=[O:9])=[CH:11]1)([CH3:21])[CH3:20]. (4) Given the reactants [Cl:1][C:2]1[CH:10]=[C:9]([C:11]([F:14])([F:13])[F:12])[CH:8]=[CH:7][C:3]=1[C:4]([OH:6])=O.C([O:17][C:18](=[O:39])[CH2:19][CH2:20][C:21]1[CH:26]=[CH:25][C:24]([O:27][C:28]2[CH:33]=[CH:32][CH:31]=[C:30]([CH:34]([NH2:36])[CH3:35])[CH:29]=2)=[CH:23][C:22]=1[CH2:37][CH3:38])C, predict the reaction product. The product is: [Cl:1][C:2]1[CH:10]=[C:9]([C:11]([F:14])([F:13])[F:12])[CH:8]=[CH:7][C:3]=1[C:4]([NH:36][CH:34]([C:30]1[CH:29]=[C:28]([CH:33]=[CH:32][CH:31]=1)[O:27][C:24]1[CH:25]=[CH:26][C:21]([CH2:20][CH2:19][C:18]([OH:39])=[O:17])=[C:22]([CH2:37][CH3:38])[CH:23]=1)[CH3:35])=[O:6]. (5) Given the reactants [CH3:1][N:2]([CH2:9][CH2:10][OH:11])[C:3]1[CH:8]=[CH:7][CH:6]=[CH:5][N:4]=1.F[C:13]1[CH:20]=[CH:19][C:16]([CH:17]=[O:18])=[CH:15][CH:14]=1, predict the reaction product. The product is: [CH3:1][N:2]([CH2:9][CH2:10][O:11][C:13]1[CH:20]=[CH:19][C:16]([CH:17]=[O:18])=[CH:15][CH:14]=1)[C:3]1[CH:8]=[CH:7][CH:6]=[CH:5][N:4]=1. (6) Given the reactants [F:1][C:2]([F:28])([F:27])[C:3]1[N:8]=[CH:7][C:6]([C:9]2[CH:14]=[C:13]([CH2:15][N:16]3C(=O)C4C(=CC=CC=4)C3=O)[CH:12]=[CH:11][N:10]=2)=[CH:5][N:4]=1.NN.O, predict the reaction product. The product is: [F:28][C:2]([F:1])([F:27])[C:3]1[N:4]=[CH:5][C:6]([C:9]2[CH:14]=[C:13]([CH2:15][NH2:16])[CH:12]=[CH:11][N:10]=2)=[CH:7][N:8]=1. (7) Given the reactants [N:1]1([C@@H:6]([CH2:11][C:12](OC)=[O:13])[C:7](OC)=[O:8])[CH:5]=[CH:4][CH:3]=[CH:2]1.[H-].[H-].[H-].[H-].[Li+].[Al+3].Cl.O, predict the reaction product. The product is: [N:1]1([C@@H:6]([CH2:11][CH2:12][OH:13])[CH2:7][OH:8])[CH:5]=[CH:4][CH:3]=[CH:2]1. (8) Given the reactants [C:1]([N:8]1[C:12](=[O:13])[CH2:11][CH2:10][C@H:9]1[C:14]([OH:16])=[O:15])([O:3][C:4]([CH3:7])([CH3:6])[CH3:5])=[O:2].[Br-].[Mg+2].[Br-].Cl, predict the reaction product. The product is: [C:4]([O:3][C:1]([NH:8][C@@H:9]([CH2:10][CH2:11][C:12](=[O:13])[CH:5]=[C:4]([CH3:7])[CH3:6])[C:14]([OH:16])=[O:15])=[O:2])([CH3:7])([CH3:6])[CH3:5].